The task is: Binary Classification. Given a drug SMILES string, predict its activity (active/inactive) in a high-throughput screening assay against a specified biological target.. This data is from Cav3 T-type calcium channel HTS with 100,875 compounds. (1) The drug is S(Cc1c2c([nH]c(=O)c1)cccc2)c1[nH]c2c(n1)cccc2. The result is 0 (inactive). (2) The compound is S(c1n(c2ncccc2n1)CC)CC(=O)Nc1ccc(cc1)C(OC)=O. The result is 0 (inactive). (3) The molecule is s1c(C(=O)N2CCCC2)cc2c1c1c(OC2)cccc1. The result is 0 (inactive).